Dataset: Full USPTO retrosynthesis dataset with 1.9M reactions from patents (1976-2016). Task: Predict the reactants needed to synthesize the given product. Given the product [Cl:25][C:26]1[N:27]=[CH:28][C:29]([CH2:32][C:2]2[C:10]([F:11])=[CH:9][C:8]([C:12]#[N:13])=[C:7]3[C:3]=2[C:4]([CH3:23])=[C:5]([CH3:22])[N:6]3[CH2:14][O:15][CH2:16][CH2:17][Si:18]([CH3:21])([CH3:20])[CH3:19])=[CH:30][CH:31]=1, predict the reactants needed to synthesize it. The reactants are: Br[C:2]1[C:10]([F:11])=[CH:9][C:8]([C:12]#[N:13])=[C:7]2[C:3]=1[C:4]([CH3:23])=[C:5]([CH3:22])[N:6]2[CH2:14][O:15][CH2:16][CH2:17][Si:18]([CH3:21])([CH3:20])[CH3:19].[Cl-].[Cl:25][C:26]1[CH:31]=[CH:30][C:29]([CH2:32][Zn+])=[CH:28][N:27]=1.